Dataset: Peptide-MHC class I binding affinity with 185,985 pairs from IEDB/IMGT. Task: Regression. Given a peptide amino acid sequence and an MHC pseudo amino acid sequence, predict their binding affinity value. This is MHC class I binding data. (1) The peptide sequence is HIMPNSFRV. The MHC is HLA-B15:01 with pseudo-sequence HLA-B15:01. The binding affinity (normalized) is 0.0847. (2) The peptide sequence is RMNSNQVCI. The MHC is HLA-A03:01 with pseudo-sequence HLA-A03:01. The binding affinity (normalized) is 0. (3) The peptide sequence is ELRTFSILN. The MHC is HLA-B08:01 with pseudo-sequence HLA-B08:01. The binding affinity (normalized) is 0.